From a dataset of Forward reaction prediction with 1.9M reactions from USPTO patents (1976-2016). Predict the product of the given reaction. (1) Given the reactants O.[SH-].[Na+].[CH3:4][S:5]([C:8]1[CH2:12][C:11]([CH2:14][Cl:15])([CH3:13])[O:10][N:9]=1)(=O)=O.C(=O)([O-])[O-].[K+].[K+].C(S([O-])=O)O.[Na+].BrC[C:30]1[C:31]([O:40][CH2:41][CH3:42])=[N:32][CH:33]=[N:34][C:35]=1[C:36]([F:39])([F:38])[F:37], predict the reaction product. The product is: [CH2:41]([O:40][C:31]1[C:30]([CH2:4][S:5][C:8]2[CH2:12][C:11]([CH2:14][Cl:15])([CH3:13])[O:10][N:9]=2)=[C:35]([C:36]([F:38])([F:39])[F:37])[N:34]=[CH:33][N:32]=1)[CH3:42]. (2) Given the reactants [Cl:1][C:2]1[CH:7]=[C:6]([Cl:8])[CH:5]=[CH:4][C:3]=1[CH:9]([CH3:23])[C:10]([C:16]1[CH:21]=[CH:20][NH:19][C:18](=[O:22])[CH:17]=1)([OH:15])[C:11]([F:14])([F:13])[F:12].Br[CH2:25][CH2:26][O:27][CH3:28], predict the reaction product. The product is: [Cl:1][C:2]1[CH:7]=[C:6]([Cl:8])[CH:5]=[CH:4][C:3]=1[CH:9]([CH3:23])[C:10]([C:16]1[CH:21]=[CH:20][N:19]=[C:18]([O:22][CH2:25][CH2:26][O:27][CH3:28])[CH:17]=1)([OH:15])[C:11]([F:14])([F:13])[F:12].